This data is from Forward reaction prediction with 1.9M reactions from USPTO patents (1976-2016). The task is: Predict the product of the given reaction. Given the reactants [Br:1][C:2]1(Br)[C:19](=[O:20])[C:6]2[S:7][C:8]([NH:13][C:14]([CH:16]3[CH2:18][CH2:17]3)=[O:15])=[C:9]([C:10]([NH2:12])=[O:11])[C:5]=2[CH2:4][CH2:3]1.C(=O)([O-])[O-].[K+].[K+], predict the reaction product. The product is: [CH:16]1([C:14]([NH:13][C:8]2[S:7][C:6]3[C:19]([OH:20])=[C:2]([Br:1])[CH:3]=[CH:4][C:5]=3[C:9]=2[C:10]([NH2:12])=[O:11])=[O:15])[CH2:17][CH2:18]1.